From a dataset of Catalyst prediction with 721,799 reactions and 888 catalyst types from USPTO. Predict which catalyst facilitates the given reaction. (1) Reactant: Cl.[O:2]1[CH2:6][CH2:5][C@H:4]([NH2:7])[CH2:3]1.CCN(C(C)C)C(C)C.[OH:17][C:18]12[CH2:27][CH:22]3[CH2:23][CH:24]([CH2:26][CH:20]([CH:21]3[NH:28][C:29]([C:31]3[C:32]([CH:41]([CH3:43])[CH3:42])=[N:33][C:34](S(C)(=O)=O)=[N:35][CH:36]=3)=[O:30])[CH2:19]1)[CH2:25]2. Product: [OH:17][C:18]12[CH2:19][CH:20]3[CH2:26][CH:24]([CH2:23][CH:22]([CH:21]3[NH:28][C:29]([C:31]3[C:32]([CH:41]([CH3:43])[CH3:42])=[N:33][C:34]([NH:7][C@H:4]4[CH2:5][CH2:6][O:2][CH2:3]4)=[N:35][CH:36]=3)=[O:30])[CH2:27]1)[CH2:25]2. The catalyst class is: 1. (2) Reactant: C([O:5][C:6]([C@H:8]1[CH2:12][CH2:11][CH2:10][N:9]1[C:13](=[O:42])[CH2:14][N:15]([CH2:38][CH2:39][CH2:40][CH3:41])[C:16]([N:18]([CH2:23][C:24]([N:26]1[CH2:30][CH2:29][CH2:28][C@@H:27]1[C:31]([O:33]C(C)(C)C)=[O:32])=[O:25])[CH2:19][CH2:20][CH2:21][CH3:22])=[O:17])=[O:7])(C)(C)C. Product: [C:31]([C@H:27]1[CH2:28][CH2:29][CH2:30][N:26]1[C:24](=[O:25])[CH2:23][N:18]([CH2:19][CH2:20][CH2:21][CH3:22])[C:16](=[O:17])[N:15]([CH2:14][C:13]([N:9]1[CH2:10][CH2:11][CH2:12][C@@H:8]1[C:6]([OH:7])=[O:5])=[O:42])[CH2:38][CH2:39][CH2:40][CH3:41])([OH:33])=[O:32]. The catalyst class is: 55. (3) Reactant: O[CH:2]=[C:3]1[C:11]2[C:6](=[CH:7][C:8]([C:12]([C:14]3[CH:15]=[C:16]([NH:20][C:21]([C:23]4[S:24][CH:25]=[CH:26][CH:27]=4)=[O:22])[CH:17]=[CH:18][CH:19]=3)=[O:13])=[CH:9][CH:10]=2)[NH:5][C:4]1=[O:28].[NH2:29][C:30]1[CH:38]=[CH:37][C:33]([C:34]([OH:36])=[O:35])=[CH:32][CH:31]=1. Product: [O:28]=[C:4]1[C:3](=[CH:2][NH:29][C:30]2[CH:38]=[CH:37][C:33]([C:34]([OH:36])=[O:35])=[CH:32][CH:31]=2)[C:11]2[C:6](=[CH:7][C:8]([C:12](=[O:13])[C:14]3[CH:19]=[CH:18][CH:17]=[C:16]([NH:20][C:21]([C:23]4[S:24][CH:25]=[CH:26][CH:27]=4)=[O:22])[CH:15]=3)=[CH:9][CH:10]=2)[NH:5]1. The catalyst class is: 1. (4) Reactant: [NH2:1][C:2]1[CH:7]=[C:6]([O:8][C:9]2[CH:10]=[CH:11][C:12]([NH:15][C:16]([NH:18][C:19](=[O:24])[C:20]([CH3:23])([CH3:22])[CH3:21])=[O:17])=[N:13][CH:14]=2)[CH:5]=[CH:4][N:3]=1.[C:25]([CH2:27][C:28](O)=[O:29])#[N:26].CN(C(ON1N=NC2C=CC=CC1=2)=[N+](C)C)C.[B-](F)(F)(F)F.CCN(C(C)C)C(C)C.C([O-])([O-])=O.[K+].[K+]. Product: [C:25]([CH2:27][C:28]([NH:1][C:2]1[CH:7]=[C:6]([O:8][C:9]2[CH:10]=[CH:11][C:12]([NH:15][C:16]([NH:18][C:19](=[O:24])[C:20]([CH3:21])([CH3:23])[CH3:22])=[O:17])=[N:13][CH:14]=2)[CH:5]=[CH:4][N:3]=1)=[O:29])#[N:26]. The catalyst class is: 3. (5) Reactant: [Br:1][C:2]1[CH:3]=[C:4]([C:8]2[O:9][C:10]([CH3:26])=[C:11]([CH2:13][CH2:14][O:15]S(C3C=CC(C)=CC=3)(=O)=O)[N:12]=2)[CH:5]=[CH:6][CH:7]=1.[CH2:27]([O:29][C:30](=[O:42])[C:31]([O:34][C:35]1[CH:40]=[CH:39][C:38](O)=[CH:37][CH:36]=1)([CH3:33])[CH3:32])[CH3:28].C([O-])([O-])=O.[Cs+].[Cs+]. Product: [CH2:27]([O:29][C:30](=[O:42])[C:31]([O:34][C:35]1[CH:40]=[CH:39][C:38]([O:15][CH2:14][CH2:13][C:11]2[N:12]=[C:8]([C:4]3[CH:5]=[CH:6][CH:7]=[C:2]([Br:1])[CH:3]=3)[O:9][C:10]=2[CH3:26])=[CH:37][CH:36]=1)([CH3:33])[CH3:32])[CH3:28]. The catalyst class is: 3. (6) Reactant: C([O:3][C:4](=[O:29])[CH:5]([C:10]1[CH:11]=[C:12]([C:21]2[CH:26]=[CH:25][C:24]([O:27][CH3:28])=[CH:23][CH:22]=2)[C:13]([O:16][CH2:17][CH:18]2[CH2:20][CH2:19]2)=[CH:14][CH:15]=1)[CH2:6][CH:7]([CH3:9])[CH3:8])C.O.[OH-].[Li+]. Product: [CH:18]1([CH2:17][O:16][C:13]2[C:12]([C:21]3[CH:26]=[CH:25][C:24]([O:27][CH3:28])=[CH:23][CH:22]=3)=[CH:11][C:10]([CH:5]([CH2:6][CH:7]([CH3:9])[CH3:8])[C:4]([OH:29])=[O:3])=[CH:15][CH:14]=2)[CH2:19][CH2:20]1. The catalyst class is: 200. (7) Reactant: [CH2:1]([O:3][C:4]([C:6]1[C:7]([OH:23])=[C:8]2[C:15]([C:16]3[CH:21]=[CH:20][C:19]([Cl:22])=[CH:18][CH:17]=3)=[N:14][S:13][C:9]2=[C:10]([I:12])[N:11]=1)=[O:5])[CH3:2].[CH3:24][C:25]([CH3:30])([CH3:29])[C:26](Cl)=[O:27].CCN(CC)CC. Product: [CH2:1]([O:3][C:4]([C:6]1[C:7]([O:23][C:26](=[O:27])[C:25]([CH3:30])([CH3:29])[CH3:24])=[C:8]2[C:15]([C:16]3[CH:21]=[CH:20][C:19]([Cl:22])=[CH:18][CH:17]=3)=[N:14][S:13][C:9]2=[C:10]([I:12])[N:11]=1)=[O:5])[CH3:2]. The catalyst class is: 2.